Dataset: Catalyst prediction with 721,799 reactions and 888 catalyst types from USPTO. Task: Predict which catalyst facilitates the given reaction. (1) Reactant: S(Cl)(C)(=O)=O.C([N:8]([CH2:11][CH3:12])[CH2:9][CH3:10])C.[CH2:13]1[CH2:17]OC[CH2:14]1.Cl[CH2:19]Cl. Product: [CH:11]([N:8]([CH:13]([CH3:17])[CH3:14])[CH2:9][CH3:10])([CH3:12])[CH3:19]. The catalyst class is: 22. (2) Reactant: [CH2:1]([C:3]1[N:7]([C:8]2[C:16]3[O:15][CH2:14][C@@H:13]([NH:17][C:18]4[CH:30]=[CH:29][C:21]5[C@H:22]([CH2:25][C:26]([OH:28])=[O:27])[CH2:23][O:24][C:20]=5[CH:19]=4)[C:12]=3[CH:11]=[CH:10][CH:9]=2)[C:6]2[CH:31]=[C:32]([F:36])[C:33]([F:35])=[CH:34][C:5]=2[N:4]=1)[CH3:2].[OH-].[Na+:38].C(#N)C. Product: [CH2:1]([C:3]1[N:7]([C:8]2[C:16]3[O:15][CH2:14][C@@H:13]([NH:17][C:18]4[CH:30]=[CH:29][C:21]5[C@H:22]([CH2:25][C:26]([O-:28])=[O:27])[CH2:23][O:24][C:20]=5[CH:19]=4)[C:12]=3[CH:11]=[CH:10][CH:9]=2)[C:6]2[CH:31]=[C:32]([F:36])[C:33]([F:35])=[CH:34][C:5]=2[N:4]=1)[CH3:2].[Na+:38]. The catalyst class is: 6. (3) Reactant: Br[C:2]1[CH:3]=[CH:4][C:5]([CH2:10][N:11]2[CH2:16][CH2:15][O:14][CH2:13][CH2:12]2)=[C:6]([CH:9]=1)[C:7]#[N:8].[CH3:17][C:18]1[CH:23]=[C:22]([CH3:24])[NH:21][C:20](=[O:25])[C:19]=1[CH2:26][NH:27][C:28](=[O:54])[C:29]1[CH:34]=[C:33](B2OC(C)(C)C(C)(C)O2)[CH:32]=[C:31]([N:44]([CH2:51][CH3:52])[CH:45]2[CH2:50][CH2:49][O:48][CH2:47][CH2:46]2)[C:30]=1[CH3:53].C([O-])([O-])=O.[Na+].[Na+]. Product: [C:7]([C:6]1[CH:9]=[C:2]([C:33]2[CH:32]=[C:31]([N:44]([CH2:51][CH3:52])[CH:45]3[CH2:50][CH2:49][O:48][CH2:47][CH2:46]3)[C:30]([CH3:53])=[C:29]([C:28]([NH:27][CH2:26][C:19]3[C:20](=[O:25])[NH:21][C:22]([CH3:24])=[CH:23][C:18]=3[CH3:17])=[O:54])[CH:34]=2)[CH:3]=[CH:4][C:5]=1[CH2:10][N:11]1[CH2:16][CH2:15][O:14][CH2:13][CH2:12]1)#[N:8]. The catalyst class is: 70. (4) Reactant: Cl.[F:2][C:3]1[CH:8]=[CH:7][C:6]([CH:9]([C:17]2[CH:22]=[CH:21][C:20]([F:23])=[CH:19][CH:18]=2)[CH:10]2[C:15](=[O:16])[CH2:14][CH2:13][NH:12][CH2:11]2)=[CH:5][CH:4]=1.[F:24][C:25]([F:39])([F:38])[C:26]1[CH:33]=[C:32]([C:34]([F:37])([F:36])[F:35])[CH:31]=[CH:30][C:27]=1[CH2:28]Br.C(=O)([O-])[O-].[K+].[K+]. Product: [F:2][C:3]1[CH:8]=[CH:7][C:6]([CH:9]([C:17]2[CH:18]=[CH:19][C:20]([F:23])=[CH:21][CH:22]=2)[CH:10]2[C:15](=[O:16])[CH2:14][CH2:13][N:12]([CH2:28][C:27]3[CH:30]=[CH:31][C:32]([C:34]([F:37])([F:36])[F:35])=[CH:33][C:26]=3[C:25]([F:24])([F:38])[F:39])[CH2:11]2)=[CH:5][CH:4]=1. The catalyst class is: 9. (5) Reactant: [SH:1][C:2]1[N:3]=[C:4]([N:16]2[CH2:21][CH2:20][N:19]([CH3:22])[CH2:18][CH2:17]2)[C:5]2[CH2:6][CH2:7][C:8]([CH3:15])([CH3:14])[CH2:9][C:10]=2[C:11]=1[C:12]#[N:13].C(=O)([O-])[O-].[K+].[K+].Cl[CH2:30][C:31]([NH2:33])=[O:32]. Product: [NH2:13][C:12]1[C:11]2[C:10]3[CH2:9][C:8]([CH3:15])([CH3:14])[CH2:7][CH2:6][C:5]=3[C:4]([N:16]3[CH2:17][CH2:18][N:19]([CH3:22])[CH2:20][CH2:21]3)=[N:3][C:2]=2[S:1][C:30]=1[C:31]([NH2:33])=[O:32]. The catalyst class is: 8. (6) Reactant: [C:1]([C:3]1[CH:4]=[C:5]([S:19]([NH2:22])(=[O:21])=[O:20])[CH:6]=[CH:7][C:8]=1[NH:9][C:10]1[CH:15]=[CH:14][C:13]([S:16][CH3:17])=[C:12]([CH3:18])[CH:11]=1)#[N:2].CO. Product: [NH2:2][CH2:1][C:3]1[CH:4]=[C:5]([S:19]([NH2:22])(=[O:21])=[O:20])[CH:6]=[CH:7][C:8]=1[NH:9][C:10]1[CH:15]=[CH:14][C:13]([S:16][CH3:17])=[C:12]([CH3:18])[CH:11]=1. The catalyst class is: 1. (7) Reactant: [OH:1][C@:2]12[CH2:20][CH2:19][CH2:18][C@H:3]1[O:4][C@@H:5]([C:9]1[CH:14]=[CH:13][N:12]=[CH:11][C:10]=1[N+:15]([O-:17])=[O:16])[CH2:6][C:7]2=[O:8].[BH4-].[Na+]. The catalyst class is: 14. Product: [N+:15]([C:10]1[CH:11]=[N:12][CH:13]=[CH:14][C:9]=1[C@@H:5]1[O:4][C@@H:3]2[CH2:18][CH2:19][CH2:20][C@:2]2([OH:1])[C@H:7]([OH:8])[CH2:6]1)([O-:17])=[O:16].